From a dataset of Catalyst prediction with 721,799 reactions and 888 catalyst types from USPTO. Predict which catalyst facilitates the given reaction. Reactant: [OH:1][CH:2]1[CH2:7][CH2:6][N:5]([CH2:8][CH2:9][CH2:10][NH:11]C(=O)OCC2C=CC=CC=2)[CH2:4][CH2:3]1. Product: [NH2:11][CH2:10][CH2:9][CH2:8][N:5]1[CH2:4][CH2:3][CH:2]([OH:1])[CH2:7][CH2:6]1. The catalyst class is: 349.